This data is from M1 muscarinic receptor agonist screen with 61,833 compounds. The task is: Binary Classification. Given a drug SMILES string, predict its activity (active/inactive) in a high-throughput screening assay against a specified biological target. (1) The molecule is O=c1n(CC(=O)Nc2c(cccc2)C(OCC)=O)cnc2n(nnc12)c1ccc(cc1)C. The result is 0 (inactive). (2) The compound is O(c1c(C(C)(C)C)cccc1)CC(=O)NCCC(O)=O. The result is 0 (inactive).